Dataset: Forward reaction prediction with 1.9M reactions from USPTO patents (1976-2016). Task: Predict the product of the given reaction. (1) Given the reactants [CH3:1][N:2]1[CH2:7][CH2:6][CH:5]([C:8]([C:10]2[CH:15]=[CH:14][CH:13]=[CH:12][CH:11]=2)=O)[CH2:4][CH2:3]1.[BH3-]C#[N:18].[Na+], predict the reaction product. The product is: [CH3:1][N:2]1[CH2:7][CH2:6][CH:5]([CH:8]([C:10]2[CH:15]=[CH:14][CH:13]=[CH:12][CH:11]=2)[NH2:18])[CH2:4][CH2:3]1. (2) Given the reactants CN1CCN(C)[CH:3]1[C:8]1[S:9][CH:10]=[CH:11][C:12]=1[CH3:13].C([Li])CCC.CCCCCC.[C:25](=[O:27])=[O:26].C(=O)([O-])[O-:29].[K+].[K+].[CH2:34](Br)[C:35]1[CH:40]=[CH:39][CH:38]=[CH:37][CH:36]=1, predict the reaction product. The product is: [CH2:34]([O:26][C:25]([C:10]1[S:9][C:8]([CH:3]=[O:29])=[C:12]([CH3:13])[CH:11]=1)=[O:27])[C:35]1[CH:40]=[CH:39][CH:38]=[CH:37][CH:36]=1.